From a dataset of hERG potassium channel inhibition data for cardiac toxicity prediction from Karim et al.. Regression/Classification. Given a drug SMILES string, predict its toxicity properties. Task type varies by dataset: regression for continuous values (e.g., LD50, hERG inhibition percentage) or binary classification for toxic/non-toxic outcomes (e.g., AMES mutagenicity, cardiotoxicity, hepatotoxicity). Dataset: herg_karim. (1) The drug is CC[C@@H]1C(=O)N(C)c2cnc(Nc3ccc(C(=O)NC4CCN(C)CC4)cc3OC)nc2N1C1CCCC1. The result is 0 (non-blocker). (2) The compound is CC(C)(C)c1cc(NC(=O)n2ccc3ncc(OC4=NC=N[C@H]5CNC[C@@H]45)cc32)no1. The result is 0 (non-blocker). (3) The drug is Fc1ccc2c(c1)c(C1CCN(CCN3CCNC3=S)CC1)cn2-c1ccccc1. The result is 1 (blocker). (4) The drug is O=C1CCc2ccc(OCCCCN3CCCN(c4ccc(O)c5[nH]c(=O)ccc45)CC3)cc2N1. The result is 0 (non-blocker). (5) The result is 0 (non-blocker). The molecule is Cc1cccnc1CN1CCC2(NC(=O)N(c3ccc(-c4ccccc4)cc3)C2=O)C(C(=O)O)C1. (6) The molecule is O=C(Nc1ccc(F)c(C(F)(F)F)c1)Nc1nnc(-c2ccncc2)s1. The result is 0 (non-blocker). (7) The drug is C1=C/COCc2cc(ccc2OCCN2CCCC2)Nc2nccc(n2)-c2ccc(s2)COC/1. The result is 1 (blocker).